Task: Predict which catalyst facilitates the given reaction.. Dataset: Catalyst prediction with 721,799 reactions and 888 catalyst types from USPTO Product: [CH3:34][C:31]1([CH3:33])[C:30]([CH3:35])([CH3:36])[O:29][B:28]([C:44]2[C:52]3[S:51][N:50]=[CH:49][C:48]=3[CH:47]=[CH:46][CH:45]=2)[O:32]1. Reactant: C1(P(C2CCCCC2)C2CCCCC2)CCCCC1.[CH3:35][C:30]1([CH3:36])[C:31]([CH3:34])([CH3:33])[O:32][B:28]([B:28]2[O:32][C:31]([CH3:34])([CH3:33])[C:30]([CH3:36])([CH3:35])[O:29]2)[O:29]1.C([O-])(=O)C.[K+].Br[C:44]1[C:52]2[S:51][N:50]=[CH:49][C:48]=2[CH:47]=[CH:46][CH:45]=1. The catalyst class is: 12.